Dataset: HIV replication inhibition screening data with 41,000+ compounds from the AIDS Antiviral Screen. Task: Binary Classification. Given a drug SMILES string, predict its activity (active/inactive) in a high-throughput screening assay against a specified biological target. (1) The compound is COc1ccc2nc3cc(Cl)ccc3c(Nc3ccccc3-c3ccccc3Nc3c4ccc(Cl)cc4nc4ccc(OC)cc34)c2c1. The result is 0 (inactive). (2) The molecule is S=c1cc(-c2ccccc2)ss1. The result is 0 (inactive).